This data is from Forward reaction prediction with 1.9M reactions from USPTO patents (1976-2016). The task is: Predict the product of the given reaction. (1) Given the reactants [N:1]1([C:7]([C:9]2[CH:10]=[C:11]([C:15]3[CH:20]=[CH:19][N:18]=[C:17]([NH2:21])[C:16]=3[NH2:22])[CH:12]=[CH:13][CH:14]=2)=O)[CH2:6][CH2:5][O:4][CH2:3][CH2:2]1.[H-].[H-].[H-].[H-].[Li+].[Al+3].CCOC(C)=O, predict the reaction product. The product is: [N:1]1([CH2:7][C:9]2[CH:10]=[C:11]([C:15]3[CH:20]=[CH:19][N:18]=[C:17]([NH2:21])[C:16]=3[NH2:22])[CH:12]=[CH:13][CH:14]=2)[CH2:6][CH2:5][O:4][CH2:3][CH2:2]1. (2) Given the reactants Cl[C:2]1[C:7]([CH:8]=[O:9])=[C:6]([N:10]2[C:22](=[O:23])[C:14]3[CH:15]=[C:16]4[N:21]([C:13]=3[CH:12]=[N:11]2)[CH2:20][CH2:19][CH2:18][CH2:17]4)[N:5]=[CH:4][CH:3]=1.[CH3:24][N:25]1[CH:30]=[C:29](B2OC(C)(C)C(C)(C)O2)[CH:28]=[C:27]([NH:40][C:41]2[CH:46]=[CH:45][C:44]([N:47]3[CH2:52][CH2:51][N:50]([CH:53]4[CH2:56][O:55][CH2:54]4)[CH2:49][C@@H:48]3[CH3:57])=[CH:43][N:42]=2)[C:26]1=[O:58].C([O-])(=O)C.[Na+].[O-]P([O-])([O-])=O.[K+].[K+].[K+], predict the reaction product. The product is: [CH3:24][N:25]1[C:26](=[O:58])[C:27]([NH:40][C:41]2[CH:46]=[CH:45][C:44]([N:47]3[CH2:52][CH2:51][N:50]([CH:53]4[CH2:54][O:55][CH2:56]4)[CH2:49][C@@H:48]3[CH3:57])=[CH:43][N:42]=2)=[CH:28][C:29]([C:2]2[C:7]([CH:8]=[O:9])=[C:6]([N:10]3[C:22](=[O:23])[C:14]4[CH:15]=[C:16]5[N:21]([C:13]=4[CH:12]=[N:11]3)[CH2:20][CH2:19][CH2:18][CH2:17]5)[N:5]=[CH:4][CH:3]=2)=[CH:30]1. (3) The product is: [C:96]([O:100][C:101](=[O:108])[NH:102][C@@H:103]1[CH2:107][CH2:106][N:105]([C:18]2[N:17]=[C:16]3[C:12]([N:13]=[CH:14][N:15]3[C@@H:21]3[CH2:25][C@H:24]([N:26]4[N:30]=[N:29][C:28]([CH2:31][CH3:32])=[N:27]4)[C@@H:23]([OH:33])[C@H:22]3[OH:34])=[C:11]([NH:10][CH2:9][CH:8]([C:5]3[CH:4]=[CH:3][C:2]([OH:1])=[CH:7][CH:6]=3)[C:35]3[CH:36]=[CH:37][C:38]([OH:41])=[CH:39][CH:40]=3)[N:19]=2)[CH2:104]1)([CH3:99])([CH3:97])[CH3:98]. Given the reactants [OH:1][C:2]1[CH:7]=[CH:6][C:5]([CH:8]([C:35]2[CH:40]=[CH:39][C:38]([OH:41])=[CH:37][CH:36]=2)[CH2:9][NH:10][C:11]2[N:19]=[C:18](Cl)[N:17]=[C:16]3[C:12]=2[N:13]=[CH:14][N:15]3[C@@H:21]2[CH2:25][C@H:24]([N:26]3[N:30]=[N:29][C:28]([CH2:31][CH3:32])=[N:27]3)[C@@H:23]([OH:33])[C@H:22]2[OH:34])=[CH:4][CH:3]=1.FC(F)(F)C(O)=O.C1(C(C2C=CC=CC=2)CNC2N=C(NCCN3CCCCC3)N=C3C=2N=CN3[C@@H]2C[C@H](N3C=C(CO)C=N3)[C@@H](O)[C@H]2O)C=CC=CC=1.[C:96]([O:100][C:101](=[O:108])[NH:102][C@@H:103]1[CH2:107][CH2:106][NH:105][CH2:104]1)([CH3:99])([CH3:98])[CH3:97], predict the reaction product.